This data is from Reaction yield outcomes from USPTO patents with 853,638 reactions. The task is: Predict the reaction yield, written as a fraction of the theoretical maximum amount of product (1.0 means a 100% yield; for example, 0.34 means a 34% yield). (1) The reactants are [F:1][C:2]1[CH:17]=[CH:16][C:5]2[C:6]([CH3:15])=[C:7]([C:9](N(OC)C)=[O:10])[O:8][C:4]=2[CH:3]=1.[H-].[Al+3].[Li+].[H-].[H-].[H-].O. The catalyst is O1CCCC1. The product is [F:1][C:2]1[CH:17]=[CH:16][C:5]2[C:6]([CH3:15])=[C:7]([CH:9]=[O:10])[O:8][C:4]=2[CH:3]=1. The yield is 0.690. (2) The reactants are [CH:1]1([CH2:4][O:5][C:6]2[CH:7]=[CH:8][C:9]3[O:13][C:12]([CH:14]([NH:18][C:19]4[CH:24]=[CH:23][C:22]([C:25]([N:27]([CH3:35])[CH2:28][CH2:29][C:30]([O:32]CC)=[O:31])=[O:26])=[CH:21][CH:20]=4)[CH:15]([CH3:17])[CH3:16])=[C:11]([CH3:36])[C:10]=3[CH:37]=2)[CH2:3][CH2:2]1.C(O)C.[OH-].[Na+]. The catalyst is O1CCCC1. The product is [CH:1]1([CH2:4][O:5][C:6]2[CH:7]=[CH:8][C:9]3[O:13][C:12]([CH:14]([NH:18][C:19]4[CH:20]=[CH:21][C:22]([C:25]([N:27]([CH3:35])[CH2:28][CH2:29][C:30]([OH:32])=[O:31])=[O:26])=[CH:23][CH:24]=4)[CH:15]([CH3:17])[CH3:16])=[C:11]([CH3:36])[C:10]=3[CH:37]=2)[CH2:2][CH2:3]1. The yield is 0.810.